Predict which catalyst facilitates the given reaction. From a dataset of Catalyst prediction with 721,799 reactions and 888 catalyst types from USPTO. (1) Reactant: [F:1][C:2]1[CH:3]=[C:4]([NH2:12])[C:5](=[CH:9][C:10]=1[F:11])[C:6](O)=[O:7].C(O)(=O)C.[CH:17](N)=[NH:18]. Product: [OH:7][C:6]1[C:5]2[C:4](=[CH:3][C:2]([F:1])=[C:10]([F:11])[CH:9]=2)[N:12]=[CH:17][N:18]=1. The catalyst class is: 14. (2) Reactant: C[O:2][C:3](=[O:20])[C:4]1[CH:9]=[CH:8][C:7]([S:10]([C:13]2[CH:18]=[CH:17][CH:16]=[C:15]([Cl:19])[CH:14]=2)(=[O:12])=[O:11])=[CH:6][CH:5]=1.[Li+].[OH-].C(O)(=O)CC(CC(O)=O)(C(O)=O)O. Product: [Cl:19][C:15]1[CH:14]=[C:13]([S:10]([C:7]2[CH:8]=[CH:9][C:4]([C:3]([OH:20])=[O:2])=[CH:5][CH:6]=2)(=[O:11])=[O:12])[CH:18]=[CH:17][CH:16]=1. The catalyst class is: 87. (3) The catalyst class is: 1. Product: [CH2:26]([C:19]1[CH:20]=[CH:21][CH:22]=[C:23]([CH2:24][CH3:25])[C:18]=1[C:13]1[N:12]=[C:11]([CH3:28])[C:10]([CH2:9][OH:8])=[C:15]([O:16][CH3:17])[CH:14]=1)[CH3:27]. Reactant: [H-].[H-].[H-].[H-].[Li+].[Al+3].C[O:8][C:9](=O)[C:10]1[C:15]([O:16][CH3:17])=[CH:14][C:13]([C:18]2[C:23]([CH2:24][CH3:25])=[CH:22][CH:21]=[CH:20][C:19]=2[CH2:26][CH3:27])=[N:12][C:11]=1[CH3:28].[O-]S([O-])(=O)=O.[Na+].[Na+].O. (4) Reactant: C([N:11]1[CH2:16][CH2:15][N:14]([C:17]2[CH:22]=[C:21]([Cl:23])[C:20]([Cl:24])=[CH:19][C:18]=2[N+:25]([O-])=O)[C@@H:13]([C:28]([OH:30])=O)[CH2:12]1)(OCC1C=CC=CC=1)=O. Product: [Cl:24][C:20]1[CH:19]=[C:18]2[C:17](=[CH:22][C:21]=1[Cl:23])[N:14]1[CH2:15][CH2:16][NH:11][CH2:12][C@@H:13]1[C:28](=[O:30])[NH:25]2. The catalyst class is: 180. (5) Reactant: [C:1]1([CH2:7][C:8]([OH:10])=[O:9])[CH:6]=[CH:5][CH:4]=[CH:3][CH:2]=1.C[Si]([N-][Si](C)(C)C)(C)C.[Li+].[CH2:21](I)[CH:22]([CH3:24])[CH3:23]. Product: [CH3:21][CH:22]([CH3:24])[CH2:23][CH:7]([C:1]1[CH:6]=[CH:5][CH:4]=[CH:3][CH:2]=1)[C:8]([OH:10])=[O:9]. The catalyst class is: 1.